This data is from Peptide-MHC class II binding affinity with 134,281 pairs from IEDB. The task is: Regression. Given a peptide amino acid sequence and an MHC pseudo amino acid sequence, predict their binding affinity value. This is MHC class II binding data. (1) The peptide sequence is QYENLKYTVIITVHT. The MHC is DRB1_0301 with pseudo-sequence DRB1_0301. The binding affinity (normalized) is 0. (2) The peptide sequence is GLHFHEMNNGGDAMY. The MHC is DRB3_0301 with pseudo-sequence DRB3_0301. The binding affinity (normalized) is 0.370. (3) The peptide sequence is FELQIVDKIDAAFKI. The MHC is DRB1_1101 with pseudo-sequence DRB1_1101. The binding affinity (normalized) is 0.685.